Dataset: Reaction yield outcomes from USPTO patents with 853,638 reactions. Task: Predict the reaction yield, written as a fraction of the theoretical maximum amount of product (1.0 means a 100% yield; for example, 0.34 means a 34% yield). (1) The product is [NH2:1][C:2]1[C:3]2[N:4]([C:8]([C@@H:26]3[CH2:30][CH2:29][CH2:28][NH:27]3)=[N:9][C:10]=2[C:11]2[CH:16]=[CH:15][C:14]([C:17]([NH:18][C:19]3[CH:24]=[CH:23][CH:22]=[CH:21][N:20]=3)=[O:25])=[CH:13][CH:12]=2)[CH:5]=[CH:6][N:7]=1. The reactants are [NH2:1][C:2]1[C:3]2[N:4]([C:8]([C@@H:26]3[CH2:30][CH2:29][CH2:28][N:27]3C(OCC3C=CC=CC=3)=O)=[N:9][C:10]=2[C:11]2[CH:16]=[CH:15][C:14]([C:17](=[O:25])[NH:18][C:19]3[CH:24]=[CH:23][CH:22]=[CH:21][N:20]=3)=[CH:13][CH:12]=2)[CH:5]=[CH:6][N:7]=1.Br.C(O)(=O)C. The yield is 0.580. The catalyst is O. (2) The reactants are [C:1](Cl)(=[O:3])[CH3:2].[CH3:5][C:6]1([CH3:20])[CH2:12][CH2:11][CH2:10][NH:9][C:8]2[CH:13]=[C:14]([N+:17]([O-:19])=[O:18])[CH:15]=[CH:16][C:7]1=2.C([O-])(O)=O.[Na+].O. The catalyst is C(Cl)Cl. The product is [CH3:5][C:6]1([CH3:20])[CH2:12][CH2:11][CH2:10][N:9]([C:1](=[O:3])[CH3:2])[C:8]2[CH:13]=[C:14]([N+:17]([O-:19])=[O:18])[CH:15]=[CH:16][C:7]1=2. The yield is 0.640.